From a dataset of Reaction yield outcomes from USPTO patents with 853,638 reactions. Predict the reaction yield, written as a fraction of the theoretical maximum amount of product (1.0 means a 100% yield; for example, 0.34 means a 34% yield). (1) The reactants are C([O:5][C:6](=[O:42])[C@@H:7]([NH:28][S:29]([C:32]1[CH:37]=[CH:36][C:35]([C:38]([CH3:41])([CH3:40])[CH3:39])=[CH:34][CH:33]=1)(=[O:31])=[O:30])[CH2:8][NH:9][C:10]([C:12]1[S:13][C:14]([CH2:17][CH2:18][C:19](=[O:27])[NH:20][C:21]2[NH:22][CH2:23][CH2:24][CH2:25][N:26]=2)=[CH:15][CH:16]=1)=[O:11])(C)(C)C.FC(F)(F)C(O)=O. The catalyst is ClCCl. The product is [C:38]([C:35]1[CH:34]=[CH:33][C:32]([S:29]([NH:28][C@@H:7]([CH2:8][NH:9][C:10]([C:12]2[S:13][C:14]([CH2:17][CH2:18][C:19](=[O:27])[NH:20][C:21]3[NH:22][CH2:23][CH2:24][CH2:25][N:26]=3)=[CH:15][CH:16]=2)=[O:11])[C:6]([OH:42])=[O:5])(=[O:31])=[O:30])=[CH:37][CH:36]=1)([CH3:41])([CH3:39])[CH3:40]. The yield is 0.860. (2) The reactants are [CH3:1][Li].[CH3:3][O:4][C:5](=[O:20])[C:6]([C:18]#[N:19])=[C:7]([C:9]1[CH:14]=[CH:13][C:12]([F:15])=[CH:11][C:10]=1[O:16][CH3:17])[CH3:8]. The catalyst is C(OCC)C.[Cu]I. The product is [CH3:3][O:4][C:5](=[O:20])[CH:6]([C:18]#[N:19])[C:7]([C:9]1[CH:14]=[CH:13][C:12]([F:15])=[CH:11][C:10]=1[O:16][CH3:17])([CH3:1])[CH3:8]. The yield is 0.990. (3) The yield is 0.530. The catalyst is CN(C)C=O.ClCCl. The product is [N:1]1[CH:6]=[CH:5][CH:4]=[CH:3][C:2]=1[C:7]1[N:11]=[C:10]([C:12]2[CH:17]=[C:16]([O:18][CH2:31][CH2:30][N:29]([CH3:33])[CH3:28])[CH:15]=[C:14]([C:19]#[N:20])[CH:13]=2)[O:9][N:8]=1. The reactants are [N:1]1[CH:6]=[CH:5][CH:4]=[CH:3][C:2]=1[C:7]1[N:11]=[C:10]([C:12]2[CH:17]=[C:16]([OH:18])[CH:15]=[C:14]([C:19]#[N:20])[CH:13]=2)[O:9][N:8]=1.C(=O)([O-])[O-].[K+].[K+].Cl.[CH3:28][N:29]([CH3:33])[CH2:30][CH2:31]Cl. (4) The reactants are CN(C(ON1N=NC2C=CC=NC1=2)=[N+](C)C)C.F[P-](F)(F)(F)(F)F.Cl.[F:26][C:27]1[CH:28]=[C:29]([NH:38][C:39]([C@H:41]2[C:50]3[C:45](=[CH:46][C:47]([CH2:51][O:52][CH3:53])=[CH:48][CH:49]=3)[CH2:44][CH2:43][NH:42]2)=[O:40])[CH:30]=[C:31]2[C:35]=1[C:34]([CH3:37])([CH3:36])[CH2:33][CH2:32]2.[C:54]([O:58][C:59](=[O:68])[CH2:60][C@@H:61]1[CH2:64][C@H:63]([C:65](O)=[O:66])[CH2:62]1)([CH3:57])([CH3:56])[CH3:55].CCN(C(C)C)C(C)C. The product is [F:26][C:27]1[CH:28]=[C:29]([NH:38][C:39]([C@H:41]2[C:50]3[C:45](=[CH:46][C:47]([CH2:51][O:52][CH3:53])=[CH:48][CH:49]=3)[CH2:44][CH2:43][N:42]2[C:65]([C@@H:63]2[CH2:62][C@H:61]([CH2:60][C:59]([O:58][C:54]([CH3:57])([CH3:56])[CH3:55])=[O:68])[CH2:64]2)=[O:66])=[O:40])[CH:30]=[C:31]2[C:35]=1[C:34]([CH3:37])([CH3:36])[CH2:33][CH2:32]2. The catalyst is O.CN(C=O)C. The yield is 0.940.